This data is from Forward reaction prediction with 1.9M reactions from USPTO patents (1976-2016). The task is: Predict the product of the given reaction. (1) Given the reactants Cl[CH2:2][C:3]([C:5]1[CH:6]=[CH:7][C:8]2[O:13][CH2:12][C:11](=[O:14])[NH:10][C:9]=2[CH:15]=1)=O.[NH2:16][N:17]1[CH:21]=[N:20][N:19]=[C:18]1[SH:22].C(O)C.C(=O)([O-])[O-].[K+].[K+], predict the reaction product. The product is: [N:19]1[N:20]=[CH:21][N:17]2[N:16]=[C:3]([C:5]3[CH:6]=[CH:7][C:8]4[O:13][CH2:12][C:11](=[O:14])[NH:10][C:9]=4[CH:15]=3)[CH2:2][S:22][C:18]=12. (2) Given the reactants Cl.Cl.[CH:3]1([N:7]2[CH2:13][CH2:12][CH2:11][NH:10][CH2:9][CH2:8]2)[CH2:6][CH2:5][CH2:4]1.[Cl:14][C:15]1[N:16]=[CH:17][C:18]([C:21](Cl)=[O:22])=[N:19][CH:20]=1, predict the reaction product. The product is: [Cl:14][C:15]1[N:16]=[CH:17][C:18]([C:21]([N:10]2[CH2:11][CH2:12][CH2:13][N:7]([CH:3]3[CH2:6][CH2:5][CH2:4]3)[CH2:8][CH2:9]2)=[O:22])=[N:19][CH:20]=1.